From a dataset of Rat liver microsome stability data. Regression/Classification. Given a drug SMILES string, predict its absorption, distribution, metabolism, or excretion properties. Task type varies by dataset: regression for continuous measurements (e.g., permeability, clearance, half-life) or binary classification for categorical outcomes (e.g., BBB penetration, CYP inhibition). Dataset: rlm. (1) The molecule is CC[C@@H](C)Nc1cc(C(=O)NC2CC3CCC(C2)N3c2ccc(C(=O)C3CC3)cn2)c(C)cc1C(N)=O. The result is 1 (stable in rat liver microsomes). (2) The compound is CN(C)c1ccc(S(=O)(=O)N2CCCCC2)cc1NS(=O)(=O)c1ccc2ccccc2c1. The result is 1 (stable in rat liver microsomes).